From a dataset of Forward reaction prediction with 1.9M reactions from USPTO patents (1976-2016). Predict the product of the given reaction. (1) Given the reactants C(OC(=O)[CH:5]([S:7][C:8]1[S:12][C:11]([NH:13][C:14]([N:16]([CH:23]2[CH2:29][CH2:28][CH2:27][CH2:26][CH2:25][CH2:24]2)[CH:17]2[CH2:22][CH2:21][CH2:20][CH2:19][CH2:18]2)=[O:15])=[N:10][CH:9]=1)C)C.C1(NC2CCCCC2)CCCCCC1.NC1SC=NC=1.C([O:53][C:54](=[O:57])[CH2:55]S)C, predict the reaction product. The product is: [CH:23]1([N:16]([CH:17]2[CH2:22][CH2:21][CH2:20][CH2:19][CH2:18]2)[C:14](=[O:15])[NH:13][C:11]2[S:12][C:8]([S:7][CH2:5][CH2:55][C:54]([OH:53])=[O:57])=[CH:9][N:10]=2)[CH2:24][CH2:25][CH2:26][CH2:27][CH2:28][CH2:29]1. (2) The product is: [O:6]=[C:5]1[CH:4]=[CH:3][S:2][N:7]1[C:8]1[CH:13]=[CH:12][C:11]([C:14]#[N:15])=[C:10]([C:16]([F:19])([F:18])[F:17])[CH:9]=1. Given the reactants [S:2]([CH2:3][CH2:4][C:5]([NH:7][C:8]1[CH:13]=[CH:12][C:11]([C:14]#[N:15])=[C:10]([C:16]([F:17])([F:18])[F:19])[CH:9]=1)=[O:6])[S:2][CH2:3][CH2:4][C:5]([NH:7][C:8]1[CH:13]=[CH:12][C:11]([C:14]#[N:15])=[C:10]([C:16]([F:19])([F:18])[F:17])[CH:9]=1)=[O:6].S(Cl)(Cl)(=O)=O, predict the reaction product.